This data is from Full USPTO retrosynthesis dataset with 1.9M reactions from patents (1976-2016). The task is: Predict the reactants needed to synthesize the given product. (1) Given the product [CH:4]12[CH2:14][CH:8]([CH2:7][C:6](=[O:19])[CH2:5]1)[CH2:9][C:2](=[O:1])[CH2:3]2, predict the reactants needed to synthesize it. The reactants are: [OH:1][C:2]1[CH:9](C(OC)=O)[CH:8]2[CH2:14][CH:4]([CH:5](C(OC)=O)[C:6]([OH:19])=[C:7]2C(OC)=O)[C:3]=1C(OC)=O.Cl.O.C(O)(=O)C. (2) Given the product [CH3:1][CH:2]([CH3:6])[C:3]([CH:8]([C:7]#[N:11])[C:9]#[N:10])=[O:4], predict the reactants needed to synthesize it. The reactants are: [CH3:1][CH:2]([CH3:6])[C:3](Cl)=[O:4].[C:7](#[N:11])[CH2:8][C:9]#[N:10].C(N(CC)CC)C.S(=O)(=O)(O)O. (3) Given the product [Cl:1][C:2]1[C:3]([F:12])=[C:4]2[C:10]([NH:11][C:32]([C:30]3[CH:29]=[N:28][N:27]([CH2:20][C:21]4[CH:26]=[CH:25][CH:24]=[CH:23][CH:22]=4)[CH:31]=3)=[O:33])=[CH:9][NH:8][C:5]2=[N:6][CH:7]=1, predict the reactants needed to synthesize it. The reactants are: [Cl:1][C:2]1[C:3]([F:12])=[C:4]2[C:10]([NH2:11])=[CH:9][NH:8][C:5]2=[N:6][CH:7]=1.CCN(CC)CC.[CH2:20]([N:27]1[CH:31]=[C:30]([C:32](O)=[O:33])[CH:29]=[N:28]1)[C:21]1[CH:26]=[CH:25][CH:24]=[CH:23][CH:22]=1.CN(C(ON1N=NC2C=CC=NC1=2)=[N+](C)C)C.F[P-](F)(F)(F)(F)F.